From a dataset of Reaction yield outcomes from USPTO patents with 853,638 reactions. Predict the reaction yield, written as a fraction of the theoretical maximum amount of product (1.0 means a 100% yield; for example, 0.34 means a 34% yield). The reactants are [CH3:1][C:2]([S:8][C:9]1[CH:14]=[CH:13][CH:12]=[CH:11][CH:10]=1)([CH3:7])[C:3]([O:5]C)=[O:4].O.[OH-].[Li+]. The catalyst is C1COCC1.CO. The product is [CH3:7][C:2]([S:8][C:9]1[CH:14]=[CH:13][CH:12]=[CH:11][CH:10]=1)([CH3:1])[C:3]([OH:5])=[O:4]. The yield is 0.971.